Predict which catalyst facilitates the given reaction. From a dataset of Catalyst prediction with 721,799 reactions and 888 catalyst types from USPTO. Reactant: [NH2:1][C:2]1[C:3](Br)=[N:4][CH:5]=[CH:6][CH:7]=1.[C:9]([O:13][C:14]([CH3:17])([CH3:16])[CH3:15])(=[O:12])[CH:10]=[CH2:11].C1(C)C=CC=CC=1P(C1C=CC=CC=1C)C1C=CC=CC=1C.C(N(CC)CC)C. Product: [NH2:1][C:2]1[C:3](/[CH:11]=[CH:10]/[C:9]([O:13][C:14]([CH3:17])([CH3:16])[CH3:15])=[O:12])=[N:4][CH:5]=[CH:6][CH:7]=1. The catalyst class is: 524.